Dataset: Forward reaction prediction with 1.9M reactions from USPTO patents (1976-2016). Task: Predict the product of the given reaction. (1) Given the reactants C([O:8][C:9]1[CH:14]=[CH:13][C:12]([CH:15]=[CH:16][C:17]([O:19][CH2:20][CH3:21])=[O:18])=[C:11]([CH3:22])[CH:10]=1)C1C=CC=CC=1, predict the reaction product. The product is: [OH:8][C:9]1[CH:14]=[CH:13][C:12]([CH2:15][CH2:16][C:17]([O:19][CH2:20][CH3:21])=[O:18])=[C:11]([CH3:22])[CH:10]=1. (2) Given the reactants C([O:9][C@H:10]1[C@:14]([F:16])([CH3:15])[C@H:13]([N:17]2[CH:25]=[N:24][C:23]3[C:18]2=[N:19][C:20]([NH2:27])=[N:21][C:22]=3Cl)[O:12][C@@H:11]1[CH2:28][O:29]C(=O)C1C=CC=CC=1)(=O)C1C=CC=CC=1.[CH3:38][NH:39][CH2:40][CH2:41][CH3:42], predict the reaction product. The product is: [NH2:27][C:20]1[N:19]=[C:18]2[C:23]([N:24]=[CH:25][N:17]2[C@@H:13]2[O:12][C@H:11]([CH2:28][OH:29])[C@@H:10]([OH:9])[C@:14]2([F:16])[CH3:15])=[C:22]([N:39]([CH2:40][CH2:41][CH3:42])[CH3:38])[N:21]=1. (3) Given the reactants [S:1]1[CH:5]=[CH:4][C:3]2[C:6](=[N:9]O)[CH2:7][CH2:8][C:2]1=2.O1CCCC1.B.Cl, predict the reaction product. The product is: [S:1]1[CH:5]=[CH:4][C:3]2[CH:6]([NH2:9])[CH2:7][CH2:8][C:2]1=2. (4) Given the reactants [O:1]=[C:2]1[N:6]([C:7]([O:9][CH2:10][CH3:11])=[O:8])[CH:5]2[C:12]3[C:17]([CH2:18][CH:4]2[CH2:3]1)=[CH:16][CH:15]=[CH:14][CH:13]=3.C[Si]([N-][Si](C)(C)C)(C)C.[Li+].[CH:29](OCC)=[O:30].O, predict the reaction product. The product is: [OH:30]/[CH:29]=[C:3]1\[CH:4]2[CH2:18][C:17]3[C:12](=[CH:13][CH:14]=[CH:15][CH:16]=3)[CH:5]2[N:6]([C:7]([O:9][CH2:10][CH3:11])=[O:8])[C:2]\1=[O:1]. (5) The product is: [Cl:25][C:26]1[CH:27]=[CH:28][C:29]([C:32]2[CH:33]=[CH:34][C:35]([C:2]#[C:1][C:3]3[CH:4]=[C:5]4[C:9](=[CH:10][CH:11]=3)[N:8]([CH2:12][CH2:13][N:14]3[CH2:15][CH2:16][CH2:17][CH2:18]3)[C:7]([C:19]([O:21][CH2:22][CH3:23])=[O:20])=[C:6]4[CH3:24])=[N:36][CH:37]=2)=[CH:30][CH:31]=1. Given the reactants [C:1]([C:3]1[CH:4]=[C:5]2[C:9](=[CH:10][CH:11]=1)[N:8]([CH2:12][CH2:13][N:14]1[CH2:18][CH2:17][CH2:16][CH2:15]1)[C:7]([C:19]([O:21][CH2:22][CH3:23])=[O:20])=[C:6]2[CH3:24])#[CH:2].[Cl:25][C:26]1[CH:31]=[CH:30][C:29]([C:32]2[CH:33]=[CH:34][C:35](I)=[N:36][CH:37]=2)=[CH:28][CH:27]=1.N1CCCCC1, predict the reaction product. (6) Given the reactants [CH2:1]([NH2:4])[CH2:2][NH2:3].Cl.[C:6]([Cl:11])(=[O:10])[C:7]([CH3:9])=[CH2:8], predict the reaction product. The product is: [ClH:11].[C:6]([NH:3][CH2:2][CH2:1][NH2:4])(=[O:10])[C:7]([CH3:9])=[CH2:8]. (7) Given the reactants CN(C(ON1N=NC2C=CC=NC1=2)=[N+](C)C)C.F[P-](F)(F)(F)(F)F.CN1CCOCC1.[C:32]([NH:39][C@@H:40]([C:44]([OH:46])=O)[CH:41]([CH3:43])[CH3:42])([O:34][C:35]([CH3:38])([CH3:37])[CH3:36])=[O:33].[NH2:47][C:48]1[C:52]2[CH:53]=[C:54]([F:57])[CH:55]=[CH:56][C:51]=2[O:50][C:49]=1[C:58]([NH2:60])=[O:59], predict the reaction product. The product is: [C:58]([C:49]1[O:50][C:51]2[CH:56]=[CH:55][C:54]([F:57])=[CH:53][C:52]=2[C:48]=1[NH:47][C:44](=[O:46])[C@H:40]([NH:39][C:32](=[O:33])[O:34][C:35]([CH3:36])([CH3:37])[CH3:38])[CH:41]([CH3:42])[CH3:43])(=[O:59])[NH2:60].